From a dataset of Acute oral toxicity (LD50) regression data from Zhu et al.. Regression/Classification. Given a drug SMILES string, predict its toxicity properties. Task type varies by dataset: regression for continuous values (e.g., LD50, hERG inhibition percentage) or binary classification for toxic/non-toxic outcomes (e.g., AMES mutagenicity, cardiotoxicity, hepatotoxicity). Dataset: ld50_zhu. The compound is COc1ccc(Cc2nccc3cc(OC)c(OC)cc23)cc1OC. The rat oral LD50 is 3.02, given as -log10 of the dose in mol/kg body weight (higher means more acutely toxic).